Dataset: Catalyst prediction with 721,799 reactions and 888 catalyst types from USPTO. Task: Predict which catalyst facilitates the given reaction. (1) Reactant: [CH3:1][O:2][C:3]([C:5]1[C:14]([O:15][CH3:16])=[CH:13][C:8]2[N:9]=[C:10]([NH2:12])[S:11][C:7]=2[CH:6]=1)=[O:4].[Br:17]Br. Product: [CH3:1][O:2][C:3]([C:5]1[C:14]([O:15][CH3:16])=[C:13]([Br:17])[C:8]2[N:9]=[C:10]([NH2:12])[S:11][C:7]=2[CH:6]=1)=[O:4]. The catalyst class is: 15. (2) Reactant: [OH:1][C:2]1[C:11]2[C:6](=[CH:7][CH:8]=[CH:9][CH:10]=2)[CH:5]=[CH:4][C:3]=1[CH:12]=[O:13].[CH2:14](Br)[C:15]1[CH:20]=[CH:19][CH:18]=[CH:17][CH:16]=1.C(=O)([O-])[O-].[K+].[K+].O. Product: [CH2:14]([O:1][C:2]1[C:11]2[C:6](=[CH:7][CH:8]=[CH:9][CH:10]=2)[CH:5]=[CH:4][C:3]=1[CH:12]=[O:13])[C:15]1[CH:20]=[CH:19][CH:18]=[CH:17][CH:16]=1. The catalyst class is: 9. (3) Reactant: C=O.[NH:3]1[CH2:8][CH2:7][O:6][CH2:5][CH2:4]1.[CH2:9](O)C.[Cl:12][C:13]1[CH:32]=[CH:31][C:16]([CH2:17][NH:18][C:19]([C:21]2[C:22]([OH:30])=[C:23]3[CH:29]=[CH:28][S:27][C:24]3=[N:25][CH:26]=2)=[O:20])=[CH:15][CH:14]=1. Product: [Cl:12][C:13]1[CH:14]=[CH:15][C:16]([CH2:17][NH:18][C:19]([C:21]2[C:22]([OH:30])=[C:23]3[CH:29]=[C:28]([CH2:9][N:3]4[CH2:8][CH2:7][O:6][CH2:5][CH2:4]4)[S:27][C:24]3=[N:25][CH:26]=2)=[O:20])=[CH:31][CH:32]=1. The catalyst class is: 15. (4) Reactant: [C:1]12([C:11]3[C:19]4[O:18][C:17]([NH2:20])=[N:16][C:15]=4[CH:14]=[C:13]([C:21]4[N:26]=[CH:25][C:24]([CH:27]=[C:28]5[S:32][C:31](=[O:33])[NH:30][C:29]5=[O:34])=[CH:23][CH:22]=4)[CH:12]=3)[CH2:10][CH:5]3[CH2:6][CH:7]([CH2:9][CH:3]([CH2:4]3)[CH2:2]1)[CH2:8]2.N1C=CC=CC=1.[C:41](OC(=O)C)(=[O:43])[CH3:42].CCCCCC. Product: [C:1]12([C:11]3[C:19]4[O:18][C:17]([NH:20][C:41](=[O:43])[CH3:42])=[N:16][C:15]=4[CH:14]=[C:13]([C:21]4[CH:22]=[CH:23][C:24]([CH:27]=[C:28]5[S:32][C:31](=[O:33])[NH:30][C:29]5=[O:34])=[CH:25][N:26]=4)[CH:12]=3)[CH2:2][CH:3]3[CH2:9][CH:7]([CH2:6][CH:5]([CH2:4]3)[CH2:10]1)[CH2:8]2. The catalyst class is: 367. (5) Reactant: [N:1]1([C:6]2[CH:31]=[CH:30][C:9]([CH2:10][N:11]3[C:19]([S:20][CH3:21])=[C:18]4[C:13]([N:14]([CH2:25][C:26]([CH3:29])([CH3:28])[CH3:27])[C:15](=[O:24])[N:16]([CH3:23])[C:17]4=[O:22])=[N:12]3)=[CH:8][CH:7]=2)[CH:5]=[N:4][CH:3]=[N:2]1.[OH:32]OS([O-])=O.[K+]. Product: [N:1]1([C:6]2[CH:31]=[CH:30][C:9]([CH2:10][N:11]3[C:19]([S:20]([CH3:21])=[O:32])=[C:18]4[C:13]([N:14]([CH2:25][C:26]([CH3:28])([CH3:27])[CH3:29])[C:15](=[O:24])[N:16]([CH3:23])[C:17]4=[O:22])=[N:12]3)=[CH:8][CH:7]=2)[CH:5]=[N:4][CH:3]=[N:2]1. The catalyst class is: 61. (6) Reactant: [O:1]=[C:2]1[CH2:11][CH2:10][CH2:9][C:8]2[CH:7]=[C:6]([O:12][C:13]3[CH:20]=[CH:19][C:16]([C:17]#[N:18])=[CH:15][CH:14]=3)[CH:5]=[CH:4][C:3]1=2.[OH-:21].[K+]. Product: [O:1]=[C:2]1[CH2:11][CH2:10][CH2:9][C:8]2[CH:7]=[C:6]([O:12][C:13]3[CH:14]=[CH:15][C:16]([C:17]([NH2:18])=[O:21])=[CH:19][CH:20]=3)[CH:5]=[CH:4][C:3]1=2. The catalyst class is: 107. (7) The catalyst class is: 15. Reactant: [Cl:1][C:2]1[C:7]2[N:8]([CH2:18][CH2:19][CH3:20])[C:9]([C:11]3[CH:12]=[N:13][C:14](Cl)=[N:15][CH:16]=3)=[N:10][C:6]=2[CH:5]=[CH:4][CH:3]=1.[CH3:21][O:22][C:23]1[CH:28]=[CH:27][C:26]([NH2:29])=[CH:25][CH:24]=1. Product: [Cl:1][C:2]1[C:7]2[N:8]([CH2:18][CH2:19][CH3:20])[C:9]([C:11]3[CH:12]=[N:13][C:14]([NH:29][C:26]4[CH:27]=[CH:28][C:23]([O:22][CH3:21])=[CH:24][CH:25]=4)=[N:15][CH:16]=3)=[N:10][C:6]=2[CH:5]=[CH:4][CH:3]=1.